This data is from Catalyst prediction with 721,799 reactions and 888 catalyst types from USPTO. The task is: Predict which catalyst facilitates the given reaction. (1) Reactant: CCOC(/N=N/C(OCC)=O)=O.[C:13]1(=[O:19])[NH:17][C:16](=[O:18])[CH:15]=[CH:14]1.[CH2:20](O)[C:21]1[CH:29]=[CH:28][C:27]2[O:26][CH2:25][O:24][C:23]=2[CH:22]=1.C1(P(C2C=CC=CC=2)C2C=CC=CC=2)C=CC=CC=1. Product: [O:26]1[C:27]2[CH:28]=[CH:29][C:21]([CH2:20][N:17]3[C:16](=[O:18])[CH:15]=[CH:14][C:13]3=[O:19])=[CH:22][C:23]=2[O:24][CH2:25]1. The catalyst class is: 1. (2) The catalyst class is: 10. Reactant: [Cl:1][C:2]1[CH:7]=[CH:6][N+:5]([O-])=[C:4]([CH2:9][CH2:10][C:11]([O:13][C:14]([CH3:17])([CH3:16])[CH3:15])=[O:12])[CH:3]=1.C[Si]([C:22]#[N:23])(C)C.CN(C)C(Cl)=O. Product: [Cl:1][C:2]1[CH:7]=[C:6]([C:22]#[N:23])[N:5]=[C:4]([CH2:9][CH2:10][C:11]([O:13][C:14]([CH3:17])([CH3:16])[CH3:15])=[O:12])[CH:3]=1. (3) Reactant: Cl.Cl[CH2:3][CH2:4][N:5]1[CH2:10][CH2:9][CH:8]([CH2:11][C:12]([NH:14][C:15]2[CH:20]=[CH:19][C:18]([S:21]([CH3:24])(=[O:23])=[O:22])=[CH:17][CH:16]=2)=[O:13])[CH2:7][CH2:6]1.[F:25][C:26]1[CH:27]=[C:28]([CH:30]=[CH:31][CH:32]=1)[NH2:29].[I-].[Na+].CCN(C(C)C)C(C)C. Product: [F:25][C:26]1[CH:27]=[C:28]([NH:29][CH2:3][CH2:4][N:5]2[CH2:10][CH2:9][CH:8]([CH2:11][C:12]([NH:14][C:15]3[CH:20]=[CH:19][C:18]([S:21]([CH3:24])(=[O:23])=[O:22])=[CH:17][CH:16]=3)=[O:13])[CH2:7][CH2:6]2)[CH:30]=[CH:31][CH:32]=1. The catalyst class is: 10. (4) Reactant: [C:1]1([C:7]([OH:12])([CH3:11])[C:8](=[O:10])[CH3:9])[CH2:6][CH2:5][CH2:4][CH2:3][CH:2]=1.C[O:14][C:15](=[O:23])[C:16](OC)(OC)OC.[H-].[Na+]. Product: [C:1]1([C:7]2([CH3:11])[O:12][C:16]([C:15]([OH:23])=[O:14])=[CH:9][C:8]2=[O:10])[CH2:6][CH2:5][CH2:4][CH2:3][CH:2]=1. The catalyst class is: 1. (5) Reactant: [C:1]([C:3]1[CH:4]=[C:5]([CH:9]=[CH:10][CH:11]=1)[C:6]([OH:8])=[O:7])#[N:2].[Si](C=[N+]=[N-])(C)(C)[CH3:13].Cl.[NH2:20][OH:21]. Product: [CH3:13][O:7][C:6](=[O:8])[C:5]1[CH:9]=[CH:10][CH:11]=[C:3]([C:1](=[NH:2])[NH:20][OH:21])[CH:4]=1. The catalyst class is: 92. (6) Reactant: [O:1]1[CH2:6][CH:5]=[C:4]([C:7]2[CH:8]=[C:9]([NH2:13])[CH:10]=[N:11][CH:12]=2)[CH2:3][CH2:2]1.Cl[C:15]1[C:24]2[C:19](=[CH:20][C:21]([F:26])=[CH:22][C:23]=2[F:25])[N:18]=[C:17]([C:27]2[CH:32]=[C:31]([CH3:33])[CH:30]=[CH:29][N:28]=2)[C:16]=1[CH3:34].C1(P(C2CCCCC2)C2(C(C)C)CC(C(C)C)=CC(C(C)C)=C2C2C=CC=CC=2)CCCCC1.CC(C1C=C(C(C)C)C(C2C=CC=CC=2P(C2CCCCC2)C2CCCCC2)=C(C(C)C)C=1)C.CC(C)([O-])C.[Na+]. Product: [O:1]1[CH2:2][CH:3]=[C:4]([C:7]2[CH:8]=[C:9]([NH:13][C:15]3[C:24]4[C:19](=[CH:20][C:21]([F:26])=[CH:22][C:23]=4[F:25])[N:18]=[C:17]([C:27]4[CH:32]=[C:31]([CH3:33])[CH:30]=[CH:29][N:28]=4)[C:16]=3[CH3:34])[CH:10]=[N:11][CH:12]=2)[CH2:5][CH2:6]1. The catalyst class is: 491. (7) Reactant: [C:1](OC1C=CC2C=C(C)SC=2C=1)(=[O:3])C.C(Cl)(=O)C(Cl)=O.C[O:22][C:23]1[CH:24]=[CH:25][C:26]2[C:30]([C:31](Cl)=[O:32])=[C:29]([CH3:34])[S:28][C:27]=2[CH:35]=1.C([O-])([O-])=O.[K+].[K+]. Product: [OH:22][C:23]1[CH:24]=[CH:25][C:26]2[C:30]([C:31]([O:3][CH3:1])=[O:32])=[C:29]([CH3:34])[S:28][C:27]=2[CH:35]=1. The catalyst class is: 5.